Dataset: Peptide-MHC class II binding affinity with 134,281 pairs from IEDB. Task: Regression. Given a peptide amino acid sequence and an MHC pseudo amino acid sequence, predict their binding affinity value. This is MHC class II binding data. (1) The peptide sequence is DLVANQPNLKALREK. The MHC is DRB1_1001 with pseudo-sequence DRB1_1001. The binding affinity (normalized) is 0.487. (2) The peptide sequence is YTKFEDYNFQPNIEQ. The MHC is DRB1_0101 with pseudo-sequence DRB1_0101. The binding affinity (normalized) is 0.355. (3) The peptide sequence is SKLTYENVKMEDVGY. The MHC is HLA-DPA10103-DPB10201 with pseudo-sequence HLA-DPA10103-DPB10201. The binding affinity (normalized) is 0.769. (4) The peptide sequence is YDKFLANVSTVLTIK. The MHC is DRB1_0401 with pseudo-sequence DRB1_0401. The binding affinity (normalized) is 0.508.